From a dataset of Peptide-MHC class II binding affinity with 134,281 pairs from IEDB. Regression. Given a peptide amino acid sequence and an MHC pseudo amino acid sequence, predict their binding affinity value. This is MHC class II binding data. (1) The peptide sequence is KMIGGIGGFIKVRQYDQIHI. The MHC is DRB1_0901 with pseudo-sequence DRB1_0901. The binding affinity (normalized) is 0.355. (2) The binding affinity (normalized) is 0. The peptide sequence is PTIGVGGNFAGGGFG. The MHC is DRB3_0202 with pseudo-sequence DRB3_0202. (3) The binding affinity (normalized) is 0.698. The MHC is DRB5_0101 with pseudo-sequence DRB5_0101. The peptide sequence is GELQIVDKIDAMFKI. (4) The binding affinity (normalized) is 0.146. The MHC is DRB1_0405 with pseudo-sequence DRB1_0405. The peptide sequence is RLFDNAMLRAHRLHQ. (5) The peptide sequence is LSILAILKGLYNFAT. The MHC is DRB1_0901 with pseudo-sequence DRB1_0901. The binding affinity (normalized) is 0.644.